This data is from Full USPTO retrosynthesis dataset with 1.9M reactions from patents (1976-2016). The task is: Predict the reactants needed to synthesize the given product. (1) Given the product [CH3:1][C:2]1[CH:14]=[C:5]2[N:6]=[CH:7][C:8]([C:11]3[O:13][N:24]=[C:17]([C:18]4[CH:19]=[N:20][CH:21]=[CH:22][CH:23]=4)[N:16]=3)=[C:9]([CH3:10])[N:4]2[N:3]=1, predict the reactants needed to synthesize it. The reactants are: [CH3:1][C:2]1[CH:14]=[C:5]2[N:6]=[CH:7][C:8]([C:11]([OH:13])=O)=[C:9]([CH3:10])[N:4]2[N:3]=1.O[N:16]=[C:17]([NH2:24])[C:18]1[CH:23]=[CH:22][CH:21]=[N:20][CH:19]=1.N. (2) Given the product [CH:1]1([O:10][C:12]2[N:13]=[C:14]([OH:22])[C:15]3[CH:21]=[CH:20][N:19]=[CH:18][C:16]=3[N:17]=2)[C:9]2[C:4](=[CH:5][CH:6]=[CH:7][CH:8]=2)[CH2:3][CH2:2]1, predict the reactants needed to synthesize it. The reactants are: [CH:1]1([OH:10])[C:9]2[C:4](=[CH:5][CH:6]=[CH:7][CH:8]=2)[CH2:3][CH2:2]1.Cl[C:12]1[N:13]=[C:14]([OH:22])[C:15]2[CH:21]=[CH:20][N:19]=[CH:18][C:16]=2[N:17]=1. (3) Given the product [Br:1][CH2:2][C:3]1[CH:4]=[CH:5][C:6]([CH2:9][C:10]([O:12][CH3:13])=[O:11])=[CH:7][CH:8]=1, predict the reactants needed to synthesize it. The reactants are: [Br:1][CH2:2][C:3]1[CH:8]=[CH:7][C:6]([CH2:9][C:10]([OH:12])=[O:11])=[CH:5][CH:4]=1.[CH3:13][Si](Cl)(C)C. (4) The reactants are: [NH2:1][C:2]1[C:3]([F:12])=[CH:4][C:5]([F:11])=[C:6]([CH:10]=1)[C:7](O)=[O:8].Cl.[CH3:14][N:15](C)CCCN=C=NCC.ON1C2C=CC=CC=2N=N1.C(N(C(C)C)CC)(C)C.Cl.CNO. Given the product [NH2:1][C:2]1[C:3]([F:12])=[CH:4][C:5]([F:11])=[C:6]([CH:10]=1)[C:7]([NH:15][CH3:14])=[O:8], predict the reactants needed to synthesize it.